Task: Predict the reactants needed to synthesize the given product.. Dataset: Full USPTO retrosynthesis dataset with 1.9M reactions from patents (1976-2016) (1) Given the product [Cl:22][C:21]1[C:13]([N:12]2[C:8]([NH:5][CH2:1][CH2:2][C:3]#[CH:4])=[C:9]([C:23]#[N:24])[CH:10]=[N:11]2)=[N:14][N:15]2[CH2:20][CH2:19][CH2:18][CH2:17][C:16]=12, predict the reactants needed to synthesize it. The reactants are: [CH2:1]([N:5]([C:8]1[N:12]([C:13]2[C:21]([Cl:22])=[C:16]3[CH2:17][CH2:18][CH2:19][CH2:20][N:15]3[N:14]=2)[N:11]=[CH:10][C:9]=1[C:23]#[N:24])C=O)[CH2:2][C:3]#[CH:4].Cl.O. (2) Given the product [CH3:32][NH:33][C:29]([C:10]1[N:11]([CH3:28])[C:12]([CH2:16][NH:17][S:18]([C:21]2[CH:26]=[CH:25][C:24]([Cl:27])=[CH:23][CH:22]=2)(=[O:20])=[O:19])=[CH:13][C:14](=[O:15])[C:9]=1[O:8][CH2:1][C:2]1[CH:7]=[CH:6][CH:5]=[CH:4][CH:3]=1)=[O:31], predict the reactants needed to synthesize it. The reactants are: [CH2:1]([O:8][C:9]1[C:14](=[O:15])[CH:13]=[C:12]([CH2:16][NH:17][S:18]([C:21]2[CH:26]=[CH:25][C:24]([Cl:27])=[CH:23][CH:22]=2)(=[O:20])=[O:19])[N:11]([CH3:28])[C:10]=1[C:29]([OH:31])=O)[C:2]1[CH:7]=[CH:6][CH:5]=[CH:4][CH:3]=1.[CH3:32][NH:33]C(C1N(C)C(C(S(C2C=CC=CC=2)(=O)=O)N)=CC(=O)C=1OCC1C=CC=CC=1)=O. (3) The reactants are: [H-].[H-].[H-].[H-].[Li+].[Al+3].C([O:9][C:10](=O)[CH2:11][CH:12]1[CH2:17][CH2:16][CH2:15][N:14]([CH2:18][CH:19]2[O:24][C:23]3[CH:25]=[CH:26][CH:27]=[CH:28][C:22]=3[O:21][CH2:20]2)[CH2:13]1)C.O. Given the product [O:24]1[C:23]2[CH:25]=[CH:26][CH:27]=[CH:28][C:22]=2[O:21][CH2:20][CH:19]1[CH2:18][N:14]1[CH2:15][CH2:16][CH2:17][CH:12]([CH2:11][CH2:10][OH:9])[CH2:13]1, predict the reactants needed to synthesize it. (4) Given the product [CH3:29][C:17]1[CH:16]=[C:15]([NH:14][C:12]2[N:11]=[CH:10][N:9]=[C:8]3[NH:7][N:6]=[C:5]([O:4][CH2:3][CH2:2][N:30]4[CH2:35][CH2:34][O:33][CH2:32][CH2:31]4)[C:13]=23)[CH:20]=[CH:19][C:18]=1[O:21][CH2:22][C:23]1[CH:28]=[CH:27][CH:26]=[CH:25][N:24]=1, predict the reactants needed to synthesize it. The reactants are: Cl[CH2:2][CH2:3][O:4][C:5]1[C:13]2[C:8](=[N:9][CH:10]=[N:11][C:12]=2[NH:14][C:15]2[CH:20]=[CH:19][C:18]([O:21][CH2:22][C:23]3[CH:28]=[CH:27][CH:26]=[CH:25][N:24]=3)=[C:17]([CH3:29])[CH:16]=2)[NH:7][N:6]=1.[NH:30]1[CH2:35][CH2:34][O:33][CH2:32][CH2:31]1. (5) Given the product [F:12][C:6]1[CH:7]=[C:8]([F:11])[CH:9]=[CH:10][C:5]=1[C:4]1[NH:13][C:14](=[O:15])[N:31]2[N:30]=[C:28]([CH:25]3[CH2:26][CH2:27][N:22]([CH:20]([CH3:21])[CH3:19])[CH2:23][CH2:24]3)[N:2]=[C:1]2[CH:3]=1, predict the reactants needed to synthesize it. The reactants are: [C:1](/[CH:3]=[C:4](\[NH:13][C:14](=O)[O:15]CC)/[C:5]1[CH:10]=[CH:9][C:8]([F:11])=[CH:7][C:6]=1[F:12])#[N:2].[CH3:19][CH:20]([N:22]1[CH2:27][CH2:26][CH:25]([C:28]([NH:30][NH2:31])=O)[CH2:24][CH2:23]1)[CH3:21].O. (6) Given the product [C:11]([C:15]1[CH:20]=[CH:19][C:18]([NH:21][C:22](=[O:23])[NH:2][C@H:3]([CH2:9][CH3:10])[CH2:4][C:5]([O:7][CH3:8])=[O:6])=[CH:17][CH:16]=1)([CH3:14])([CH3:12])[CH3:13], predict the reactants needed to synthesize it. The reactants are: Cl.[NH2:2][C@H:3]([CH2:9][CH3:10])[CH2:4][C:5]([O:7][CH3:8])=[O:6].[C:11]([C:15]1[CH:20]=[CH:19][C:18]([N:21]=[C:22]=[O:23])=[CH:17][CH:16]=1)([CH3:14])([CH3:13])[CH3:12]. (7) Given the product [CH2:1]1[C:5]2[CH:6]=[CH:7][C:8](/[CH:10]=[C:16]3/[C:15](=[O:17])[NH:14][C:13](=[O:18])[S:12]/3)=[CH:9][C:4]=2[CH2:3][O:2]1, predict the reactants needed to synthesize it. The reactants are: [CH2:1]1[C:5]2[CH:6]=[CH:7][C:8]([CH:10]=O)=[CH:9][C:4]=2[CH2:3][O:2]1.[S:12]1[CH2:16][C:15](=[O:17])[NH:14][C:13]1=[O:18]. (8) Given the product [Br:2][C:3]1[CH:15]=[CH:14][C:6]([O:7][CH:8]2[CH2:9][CH2:10][N:11]([CH:16]=[O:17])[CH2:12][CH2:13]2)=[CH:5][CH:4]=1, predict the reactants needed to synthesize it. The reactants are: Cl.[Br:2][C:3]1[CH:15]=[CH:14][C:6]([O:7][CH:8]2[CH2:13][CH2:12][NH:11][CH2:10][CH2:9]2)=[CH:5][CH:4]=1.[CH:16](O)=[O:17]. (9) Given the product [CH2:24]([O:23][CH2:22][C:13]1[N:14]([CH2:15][CH2:16][CH2:17][O:18][CH:19]([CH3:21])[CH3:20])[C:6]2[C:5]3[CH:4]=[CH:3][C:2]([N:34]4[CH2:38][CH2:37][CH2:36][C:35]4=[O:39])=[CH:11][C:10]=3[N:9]=[CH:8][C:7]=2[N:12]=1)[CH3:25], predict the reactants needed to synthesize it. The reactants are: Br[C:2]1[CH:3]=[CH:4][C:5]2[C:6]3[N:14]([CH2:15][CH2:16][CH2:17][O:18][CH:19]([CH3:21])[CH3:20])[C:13]([CH2:22][O:23][CH2:24][CH3:25])=[N:12][C:7]=3[CH:8]=[N:9][C:10]=2[CH:11]=1.N[C@@H]1CCCC[C@H]1N.[NH:34]1[CH2:38][CH2:37][CH2:36][C:35]1=[O:39].P([O-])([O-])([O-])=O.[K+].[K+].[K+].